Dataset: Forward reaction prediction with 1.9M reactions from USPTO patents (1976-2016). Task: Predict the product of the given reaction. (1) Given the reactants C(=O)([O-])[O-].O.[F:6][C:7]([F:20])([F:19])[C:8]1[CH:18]=[CH:17][C:11]([CH:12]=[CH:13][C:14](O)=[O:15])=[CH:10][CH:9]=1.C(Cl)(=O)C([Cl:24])=O, predict the reaction product. The product is: [F:6][C:7]([F:20])([F:19])[C:8]1[CH:18]=[CH:17][C:11]([CH:12]=[CH:13][C:14]([Cl:24])=[O:15])=[CH:10][CH:9]=1. (2) The product is: [CH2:16]([O:8][C:6]1[CH:7]=[C:2]([NH2:1])[CH:3]=[CH:4][C:5]=1[Br:9])[C:17]1[CH:22]=[CH:21][CH:20]=[CH:19][CH:18]=1. Given the reactants [NH2:1][C:2]1[CH:3]=[CH:4][C:5]([Br:9])=[C:6]([OH:8])[CH:7]=1.CC(C)([O-])C.[K+].[CH2:16](Cl)[C:17]1[CH:22]=[CH:21][CH:20]=[CH:19][CH:18]=1.[Na], predict the reaction product.